From a dataset of Catalyst prediction with 721,799 reactions and 888 catalyst types from USPTO. Predict which catalyst facilitates the given reaction. (1) Reactant: Cl[CH2:2][C:3]([NH:5][C:6]1[CH:11]=[CH:10][C:9]([C@@H:12]2[O:17][CH2:16][CH2:15][N:14]([C@@H:18]([C:20]3[CH:25]=[CH:24][CH:23]=[CH:22][CH:21]=3)[CH3:19])[CH2:13]2)=[CH:8][CH:7]=1)=[O:4].C(=O)([O-])[O-].[K+].[K+].Cl.[CH3:33][NH:34][CH3:35]. Product: [CH3:33][N:34]([CH3:35])[CH2:2][C:3]([NH:5][C:6]1[CH:11]=[CH:10][C:9]([C@@H:12]2[O:17][CH2:16][CH2:15][N:14]([C@@H:18]([C:20]3[CH:25]=[CH:24][CH:23]=[CH:22][CH:21]=3)[CH3:19])[CH2:13]2)=[CH:8][CH:7]=1)=[O:4]. The catalyst class is: 841. (2) Reactant: [Br:1][C:2]1[CH:3]=[C:4]2[C:9](=[C:10]([N+:13]([O-:15])=[O:14])[C:11]=1[CH3:12])[N:8]=[CH:7][N:6]=[C:5]2Cl.[NH2:17][C:18]1[CH:25]=[CH:24][C:21]([C:22]#[N:23])=[CH:20][CH:19]=1.CC(O)C. Product: [Br:1][C:2]1[CH:3]=[C:4]2[C:9](=[C:10]([N+:13]([O-:15])=[O:14])[C:11]=1[CH3:12])[N:8]=[CH:7][N:6]=[C:5]2[NH:17][C:18]1[CH:25]=[CH:24][C:21]([C:22]#[N:23])=[CH:20][CH:19]=1. The catalyst class is: 11. (3) Reactant: [Cl:1][C:2]1[CH:7]=[CH:6][C:5]([OH:8])=[CH:4][CH:3]=1.F[C:10]1[CH:17]=[CH:16][C:13]([CH:14]=[O:15])=[CH:12][CH:11]=1.C([O-])([O-])=O.[Cs+].[Cs+].O. Product: [Cl:1][C:2]1[CH:7]=[CH:6][C:5]([O:8][C:12]2[CH:11]=[CH:10][CH:17]=[CH:16][C:13]=2[CH:14]=[O:15])=[CH:4][CH:3]=1. The catalyst class is: 3. (4) Reactant: [F:1][C:2]1[CH:7]=[CH:6][C:5]([C:8]2[N:9]=[C:10]3[N:14]([C:15]=2[C:16]2[CH:17]=[N:18][C:19]([NH:22][NH2:23])=[CH:20][CH:21]=2)[CH:13]=[CH:12][O:11]3)=[CH:4][CH:3]=1.FC1C=CC(C2N=C3N(C=2)C=CO3)=CC=1.C1C(=O)N(I)C(=O)C1.FC1N=CC(B(O)O)=CC=1.NN.[Cl:59][C:60]1[CH:68]=[CH:67][CH:66]=[CH:65][C:61]=1[C:62](Cl)=[O:63]. Product: [Cl:59][C:60]1[CH:68]=[CH:67][CH:66]=[CH:65][C:61]=1[C:62]([NH:23][NH:22][C:19]1[CH:20]=[CH:21][C:16]([C:15]2[N:14]3[C:10]([O:11][CH:12]=[CH:13]3)=[N:9][C:8]=2[C:5]2[CH:6]=[CH:7][C:2]([F:1])=[CH:3][CH:4]=2)=[CH:17][N:18]=1)=[O:63]. The catalyst class is: 76.